This data is from Reaction yield outcomes from USPTO patents with 853,638 reactions. The task is: Predict the reaction yield, written as a fraction of the theoretical maximum amount of product (1.0 means a 100% yield; for example, 0.34 means a 34% yield). (1) The reactants are C([O:5][C:6](=[O:30])/[CH:7]=[CH:8]/[C:9]1[CH:29]=[N:28][C:12]2[NH:13][C:14](=[O:27])[CH2:15][N:16]([CH2:18][C:19]3[CH:24]=[CH:23][C:22]([O:25][CH3:26])=[CH:21][CH:20]=3)[CH2:17][C:11]=2[CH:10]=1)(C)(C)C.C(O)(C(F)(F)F)=O.C(Cl)[Cl:39]. No catalyst specified. The product is [ClH:39].[CH3:26][O:25][C:22]1[CH:21]=[CH:20][C:19]([CH2:18][N:16]2[CH2:17][C:11]3[CH:10]=[C:9](/[CH:8]=[CH:7]/[C:6]([OH:30])=[O:5])[CH:29]=[N:28][C:12]=3[NH:13][C:14](=[O:27])[CH2:15]2)=[CH:24][CH:23]=1. The yield is 0.920. (2) The reactants are CCN(S(F)(F)[F:7])CC.[CH3:10][C:11]1[N:15]([CH2:16]O)[C:14]2[CH:18]=[CH:19][CH:20]=[CH:21][C:13]=2[N:12]=1.[OH-].[Na+]. The catalyst is C(Cl)Cl. The product is [F:7][CH2:16][N:15]1[C:14]2[CH:18]=[CH:19][CH:20]=[CH:21][C:13]=2[N:12]=[C:11]1[CH3:10]. The yield is 0.700.